This data is from Peptide-MHC class II binding affinity with 134,281 pairs from IEDB. The task is: Regression. Given a peptide amino acid sequence and an MHC pseudo amino acid sequence, predict their binding affinity value. This is MHC class II binding data. The peptide sequence is DTVAVSGKWYLKAMTA. The MHC is DRB3_0101 with pseudo-sequence DRB3_0101. The binding affinity (normalized) is 0.162.